Dataset: Reaction yield outcomes from USPTO patents with 853,638 reactions. Task: Predict the reaction yield, written as a fraction of the theoretical maximum amount of product (1.0 means a 100% yield; for example, 0.34 means a 34% yield). (1) The reactants are CI.[Br:3][C:4]1[N:9]=[C:8]([NH:10][C:11]([NH2:13])=S)[CH:7]=[CH:6][CH:5]=1.[CH3:14][O:15][C:16]1[CH:23]=[CH:22][CH:21]=[CH:20][C:17]=1[CH2:18][NH2:19].ClCCl.CCCCC. The catalyst is CO.C(O)C. The product is [Br:3][C:4]1[N:9]=[C:8]([NH:10][C:11]([NH:19][CH2:18][C:17]2[CH:20]=[CH:21][CH:22]=[CH:23][C:16]=2[O:15][CH3:14])=[NH:13])[CH:7]=[CH:6][CH:5]=1. The yield is 0.750. (2) The reactants are I[C:2]1[CH:11]=[CH:10][C:5]([C:6]([O:8][CH3:9])=[O:7])=[CH:4][CH:3]=1.[Cl-].[Li+].C([Mg]Cl)(C)C.[CH3:19][C:20]([CH3:25])([CH3:24])[CH2:21][CH:22]=[O:23].O. The catalyst is O1CCCC1. The product is [OH:23][CH:22]([C:2]1[CH:11]=[CH:10][C:5]([C:6]([O:8][CH3:9])=[O:7])=[CH:4][CH:3]=1)[CH2:21][C:20]([CH3:25])([CH3:24])[CH3:19]. The yield is 0.950. (3) The reactants are [CH2:1]([CH:3]([CH2:14][CH3:15])[CH2:4][C:5]1([C:11](O)=[O:12])[CH2:10][CH2:9][CH2:8][CH2:7][CH2:6]1)[CH3:2].C(N(CCCC)CCCC)CCC.S(Cl)([Cl:31])=O.C(C(CC)CC1(C(OC(C2(CC(CC)CC)CCCCC2)=O)=O)CCCCC1)C. The catalyst is CCCCCCC. The product is [CH2:1]([CH:3]([CH2:14][CH3:15])[CH2:4][C:5]1([C:11]([Cl:31])=[O:12])[CH2:10][CH2:9][CH2:8][CH2:7][CH2:6]1)[CH3:2]. The yield is 0.925. (4) The reactants are [CH3:1][C:2](C)([O-])C.[K+].[Cl:7][C:8]1[CH:9]=[C:10]([CH:13]=[C:14]([CH2:16][O:17][CH:18]2[CH2:23][CH2:22][CH2:21][CH2:20][O:19]2)[CH:15]=1)[CH:11]=O. The catalyst is [Br-].C([P+](C1C=CC=CC=1)(C1C=CC=CC=1)C1C=CC=CC=1)C.C1COCC1. The product is [Cl:7][C:8]1[CH:15]=[C:14]([CH:13]=[C:10](/[CH:11]=[CH:1]/[CH3:2])[CH:9]=1)[CH2:16][O:17][CH:18]1[CH2:23][CH2:22][CH2:21][CH2:20][O:19]1. The yield is 0.640. (5) The reactants are [CH3:1][N:2]([CH2:4][C:5]1[CH:10]=[CH:9][C:8]([NH:11][C:12](=[O:40])[CH2:13][C:14]2[CH:19]=[CH:18][C:17]([C:20]3[CH:21]=[N:22][C:23]([O:29]CC4C=CC(OC)=CC=4)=[C:24]([O:26][CH2:27][CH3:28])[CH:25]=3)=[CH:16][C:15]=2[F:39])=[CH:7][C:6]=1[C:41]([F:44])([F:43])[F:42])[CH3:3].[ClH:45]. The catalyst is C(Cl)Cl. The product is [ClH:45].[CH3:1][N:2]([CH2:4][C:5]1[CH:10]=[CH:9][C:8]([NH:11][C:12](=[O:40])[CH2:13][C:14]2[CH:19]=[CH:18][C:17]([C:20]3[CH:25]=[C:24]([O:26][CH2:27][CH3:28])[C:23](=[O:29])[NH:22][CH:21]=3)=[CH:16][C:15]=2[F:39])=[CH:7][C:6]=1[C:41]([F:43])([F:42])[F:44])[CH3:3]. The yield is 0.381. (6) The reactants are [NH2:1][C:2]1[N:7]=[C:6]([N:8]2[C:12]3[CH:13]=[C:14](Br)[CH:15]=[CH:16][C:11]=3[N:10]=[C:9]2[O:18][CH2:19][CH2:20][OH:21])[CH:5]=[CH:4][N:3]=1.[F:22][C:23]1[CH:24]=[CH:25][C:26]([C:29]([OH:33])([C:31]#[CH:32])[CH3:30])=[N:27][CH:28]=1.C(N(CC)CC)C. The catalyst is CS(C)=O.Cl[Pd](Cl)([P](C1C=CC=CC=1)(C1C=CC=CC=1)C1C=CC=CC=1)[P](C1C=CC=CC=1)(C1C=CC=CC=1)C1C=CC=CC=1. The product is [NH2:1][C:2]1[N:7]=[C:6]([N:8]2[C:12]3[CH:13]=[C:14]([C:32]#[C:31][C:29]([C:26]4[CH:25]=[CH:24][C:23]([F:22])=[CH:28][N:27]=4)([OH:33])[CH3:30])[CH:15]=[CH:16][C:11]=3[N:10]=[C:9]2[O:18][CH2:19][CH2:20][OH:21])[CH:5]=[CH:4][N:3]=1. The yield is 0.0100. (7) The reactants are O.Cl.[NH:3]1[CH2:8][CH2:7][C:6](=[O:9])[CH2:5][CH2:4]1.Cl[C:11]1[N:15]([CH3:16])[N:14]=[CH:13][C:12]=1[N+:17]([O-:19])=[O:18].[F-].[K+].O. The catalyst is CS(C)=O. The product is [CH3:16][N:15]1[C:11]([N:3]2[CH2:8][CH2:7][C:6](=[O:9])[CH2:5][CH2:4]2)=[C:12]([N+:17]([O-:19])=[O:18])[CH:13]=[N:14]1. The yield is 0.360.